From a dataset of Full USPTO retrosynthesis dataset with 1.9M reactions from patents (1976-2016). Predict the reactants needed to synthesize the given product. (1) The reactants are: Br[C:2]1[CH:7]=[CH:6][C:5]([C:8]([OH:11])([CH3:10])[CH3:9])=[CH:4][CH:3]=1.C([Li])CCC.[C:17]([O:21][C:22]([N:24]1[CH2:29][CH2:28][CH:27]([C:30](=[O:35])N(OC)C)[CH2:26][CH2:25]1)=[O:23])([CH3:20])([CH3:19])[CH3:18]. Given the product [C:17]([O:21][C:22]([N:24]1[CH2:29][CH2:28][CH:27]([C:30](=[O:35])[C:2]2[CH:7]=[CH:6][C:5]([C:8]([OH:11])([CH3:10])[CH3:9])=[CH:4][CH:3]=2)[CH2:26][CH2:25]1)=[O:23])([CH3:20])([CH3:19])[CH3:18], predict the reactants needed to synthesize it. (2) Given the product [CH2:1]([O:3][C:4]1[CH:9]=[C:8]([NH:10][C:11]2[CH:16]=[CH:15][N:14]=[CH:13][CH:12]=2)[C:7]([NH2:17])=[CH:6][CH:5]=1)[CH3:2], predict the reactants needed to synthesize it. The reactants are: [CH2:1]([O:3][C:4]1[CH:5]=[CH:6][C:7]([N+:17]([O-])=O)=[C:8]([NH:10][C:11]2[CH:16]=[CH:15][N:14]=[CH:13][CH:12]=2)[CH:9]=1)[CH3:2].